This data is from Forward reaction prediction with 1.9M reactions from USPTO patents (1976-2016). The task is: Predict the product of the given reaction. (1) Given the reactants [O:1]([CH2:8][C:9]([N:11]1[CH2:16][CH2:15][C:14]2[NH:17][N:18]=[C:19]([C:20]3[CH:25]=[CH:24][CH:23]=[CH:22][CH:21]=3)[C:13]=2[CH2:12]1)=[O:10])[C:2]1[CH:7]=[CH:6][CH:5]=[CH:4][CH:3]=1.[H-].[Na+].Br[CH2:29][CH:30]=[CH2:31], predict the reaction product. The product is: [CH2:31]([N:17]1[C:14]2[CH2:15][CH2:16][N:11]([C:9](=[O:10])[CH2:8][O:1][C:2]3[CH:7]=[CH:6][CH:5]=[CH:4][CH:3]=3)[CH2:12][C:13]=2[C:19]([C:20]2[CH:25]=[CH:24][CH:23]=[CH:22][CH:21]=2)=[N:18]1)[CH:30]=[CH2:29].[CH2:31]([N:18]1[C:19]([C:20]2[CH:25]=[CH:24][CH:23]=[CH:22][CH:21]=2)=[C:13]2[CH2:12][N:11]([C:9](=[O:10])[CH2:8][O:1][C:2]3[CH:7]=[CH:6][CH:5]=[CH:4][CH:3]=3)[CH2:16][CH2:15][C:14]2=[N:17]1)[CH:30]=[CH2:29]. (2) Given the reactants [Cl:1][C:2]1[CH:7]=[CH:6][CH:5]=[C:4]([F:8])[C:3]=1[C:9]1[N:10]=[C:11]2[CH:16]=[CH:15][CH:14]=[C:13](F)[N:12]2[C:18]=1[NH:19][C:20]1[CH:29]=[CH:28][C:23]2[O:24][CH2:25][CH2:26][O:27][C:22]=2[CH:21]=1.[H-].[Na+].C[CH2:33][O:34]C(C)=O, predict the reaction product. The product is: [Cl:1][C:2]1[CH:7]=[CH:6][CH:5]=[C:4]([F:8])[C:3]=1[C:9]1[N:10]=[C:11]2[CH:16]=[CH:15][CH:14]=[C:13]([O:34][CH3:33])[N:12]2[C:18]=1[NH:19][C:20]1[CH:29]=[CH:28][C:23]2[O:24][CH2:25][CH2:26][O:27][C:22]=2[CH:21]=1. (3) Given the reactants [B-]C#N.[Na+].[CH3:5][C:6]1([CH3:19])[C:15]2[C:10](=[CH:11][C:12]([N+:16]([O-:18])=[O:17])=[CH:13][CH:14]=2)[CH2:9][NH:8][CH2:7]1.C(O)(=O)C.[CH:24]1([CH:30]=O)[CH2:29][CH2:28][CH2:27][CH2:26][CH2:25]1.C(=O)(O)[O-].[Na+], predict the reaction product. The product is: [CH:24]1([CH2:30][N:8]2[CH2:7][C:6]([CH3:19])([CH3:5])[C:15]3[C:10](=[CH:11][C:12]([N+:16]([O-:18])=[O:17])=[CH:13][CH:14]=3)[CH2:9]2)[CH2:29][CH2:28][CH2:27][CH2:26][CH2:25]1. (4) Given the reactants [Cl:1][C:2]1[C:3](F)=[CH:4][C:5]([F:12])=[C:6]([CH:11]=1)[C:7]([O:9]C)=O.[CH2:14]([O:16][C:17]1[CH:18]=[C:19]([OH:23])[CH:20]=[CH:21][CH:22]=1)[CH3:15].C(=O)([O-])[O-].[Cs+].[Cs+].[CH3:30][S:31]([NH2:34])(=[O:33])=[O:32].CCN=C=NCCCN(C)C.Cl, predict the reaction product. The product is: [Cl:1][C:2]1[C:3]([O:23][C:19]2[CH:20]=[CH:21][CH:22]=[C:17]([O:16][CH2:14][CH3:15])[CH:18]=2)=[CH:4][C:5]([F:12])=[C:6]([CH:11]=1)[C:7]([NH:34][S:31]([CH3:30])(=[O:33])=[O:32])=[O:9]. (5) The product is: [C:23]([C:2]1[CH:7]=[CH:6][C:5]([CH:8]2[CH2:13][CH2:12][CH:11]([CH:14]3[CH2:19][CH2:18][CH:17]([CH2:20][CH2:21][CH3:22])[CH2:16][CH2:15]3)[CH2:10][CH2:9]2)=[CH:4][CH:3]=1)#[C:24][CH2:25][CH2:26][CH3:27]. Given the reactants Br[C:2]1[CH:7]=[CH:6][C:5]([CH:8]2[CH2:13][CH2:12][CH:11]([CH:14]3[CH2:19][CH2:18][CH:17]([CH2:20][CH2:21][CH3:22])[CH2:16][CH2:15]3)[CH2:10][CH2:9]2)=[CH:4][CH:3]=1.[CH:23]#[C:24][CH2:25][CH2:26][CH3:27].Cl, predict the reaction product. (6) Given the reactants [N+:1]([C:4]1[C:5]([C:10]2[CH:15]=[CH:14][C:13]([CH:16]=[CH2:17])=[CH:12][CH:11]=2)=[N:6][CH:7]=[CH:8][CH:9]=1)([O-])=O.[CH3:18][C:19]([Mg]Br)=[CH:20][CH3:21].[Cl-].[NH4+], predict the reaction product. The product is: [CH3:18][C:19]1[NH:1][C:4]2=[C:5]([C:10]3[CH:15]=[CH:14][C:13]([CH:16]=[CH2:17])=[CH:12][CH:11]=3)[N:6]=[CH:7][CH:8]=[C:9]2[C:20]=1[CH3:21]. (7) Given the reactants [CH2:1]([NH:8][CH2:9][C@@H:10]1[C@H:14]2[O:15][C:16]([CH3:19])([CH3:18])[O:17][C@H:13]2[C@H:12]([N:20]2[CH:28]=[N:27][C:26]3[C:21]2=[N:22][CH:23]=[N:24][C:25]=3[NH2:29])[O:11]1)[C:2]1[CH:7]=[CH:6][CH:5]=[CH:4][CH:3]=1.[C:30]([C:34]1[CH:39]=[CH:38][C:37]([NH:40][C:41]([NH:43][CH2:44][CH2:45][CH:46]=O)=[O:42])=[CH:36][CH:35]=1)([CH3:33])([CH3:32])[CH3:31].[BH-](OC(C)=O)(OC(C)=O)OC(C)=O.[Na+], predict the reaction product. The product is: [NH2:29][C:25]1[N:24]=[CH:23][N:22]=[C:21]2[C:26]=1[N:27]=[CH:28][N:20]2[C@H:12]1[C@@H:13]2[O:17][C:16]([CH3:19])([CH3:18])[O:15][C@@H:14]2[C@@H:10]([CH2:9][N:8]([CH2:1][C:2]2[CH:3]=[CH:4][CH:5]=[CH:6][CH:7]=2)[CH2:46][CH2:45][CH2:44][NH:43][C:41]([NH:40][C:37]2[CH:36]=[CH:35][C:34]([C:30]([CH3:31])([CH3:33])[CH3:32])=[CH:39][CH:38]=2)=[O:42])[O:11]1.